From a dataset of Forward reaction prediction with 1.9M reactions from USPTO patents (1976-2016). Predict the product of the given reaction. (1) Given the reactants [C:1](O)(=O)[CH2:2][C:3]([OH:5])=[O:4].[CH2:8]=O.O1CCCC1.[CH3:15][NH:16][CH3:17], predict the reaction product. The product is: [CH3:15][N:16]([CH2:8][C:2](=[CH2:1])[C:3]([OH:5])=[O:4])[CH3:17]. (2) The product is: [CH2:3]([C:5]1[CH:6]=[CH:7][C:8]([CH2:11][CH:12]([C:13]2[NH:17][C:16]3[CH:18]=[CH:19][C:20]([F:22])=[CH:21][C:15]=3[N:14]=2)[NH2:23])=[CH:9][CH:10]=1)[CH3:4]. Given the reactants N#N.[CH2:3]([C:5]1[CH:10]=[CH:9][C:8]([CH2:11][CH:12]([NH:23]C(=O)OC(C)(C)C)[C:13]2[NH:17][C:16]3[CH:18]=[CH:19][C:20]([F:22])=[CH:21][C:15]=3[N:14]=2)=[CH:7][CH:6]=1)[CH3:4].Cl, predict the reaction product. (3) Given the reactants I[C:2]1[CH:29]=[CH:28][C:5]2[N:6]([CH2:9][C:10]3[CH:27]=[CH:26][C:13]4[N:14]=[C:15]([NH:17][C@@H:18]5[CH2:23][CH2:22][CH2:21][C@@H:20]([OH:24])[C@H:19]5[OH:25])[S:16][C:12]=4[CH:11]=3)[CH:7]=[N:8][C:4]=2[CH:3]=1.[CH:30](B1OC(C)(C)C(C)(C)O1)=[CH2:31].C([O-])([O-])=O.[K+].[K+].O1CCOCC1, predict the reaction product. The product is: [CH:30]([C:2]1[CH:29]=[CH:28][C:5]2[N:6]([CH2:9][C:10]3[CH:27]=[CH:26][C:13]4[N:14]=[C:15]([NH:17][C@@H:18]5[CH2:23][CH2:22][CH2:21][C@@H:20]([OH:24])[C@H:19]5[OH:25])[S:16][C:12]=4[CH:11]=3)[CH:7]=[N:8][C:4]=2[CH:3]=1)=[CH2:31]. (4) Given the reactants C(OC(=O)[N:7]([CH:24]1[CH2:29][CH2:28][N:27]([CH2:30][C:31]2[CH:36]=[CH:35][CH:34]=[CH:33][CH:32]=2)[CH2:26][CH2:25]1)[CH2:8][C:9]1[N:10]=[C:11]([CH2:22][OH:23])[N:12](COCC[Si](C)(C)C)[CH:13]=1)(C)(C)C.O.C(=O)([O-])O.[Na+], predict the reaction product. The product is: [CH2:30]([N:27]1[CH2:28][CH2:29][CH:24]([NH:7][CH2:8][C:9]2[N:10]=[C:11]([CH2:22][OH:23])[NH:12][CH:13]=2)[CH2:25][CH2:26]1)[C:31]1[CH:32]=[CH:33][CH:34]=[CH:35][CH:36]=1. (5) Given the reactants [CH3:1][S:2]([C:5]1[CH:10]=[CH:9][C:8]([N:11]2[CH:15]=[C:14]([CH:16]=[O:17])[CH:13]=[N:12]2)=[CH:7][CH:6]=1)(=[O:4])=[O:3].[BH4-].[Na+], predict the reaction product. The product is: [CH3:1][S:2]([C:5]1[CH:6]=[CH:7][C:8]([N:11]2[CH:15]=[C:14]([CH2:16][OH:17])[CH:13]=[N:12]2)=[CH:9][CH:10]=1)(=[O:3])=[O:4]. (6) Given the reactants [C:1]([C:4]1[CH:5]=[N:6][C:7]2[C:12]([C:13]=1[NH:14][C@H:15]1[CH2:20][CH2:19][C@H:18]([CH2:21][N:22]3[CH2:27][CH2:26][N:25]([C:28]([O:30][C:31]([CH3:34])([CH3:33])[CH3:32])=[O:29])[CH2:24][CH2:23]3)[CH2:17][CH2:16]1)=[N:11][C:10](Cl)=[CH:9][CH:8]=2)(=[O:3])[CH3:2].[Cl:36][C:37]1[CH:42]=[C:41](B2OC(C)(C)C(C)(C)O2)[CH:40]=[C:39]([Cl:52])[C:38]=1[OH:53], predict the reaction product. The product is: [C:1]([C:4]1[CH:5]=[N:6][C:7]2[C:12]([C:13]=1[NH:14][C@H:15]1[CH2:20][CH2:19][C@H:18]([CH2:21][N:22]3[CH2:27][CH2:26][N:25]([C:28]([O:30][C:31]([CH3:32])([CH3:34])[CH3:33])=[O:29])[CH2:24][CH2:23]3)[CH2:17][CH2:16]1)=[N:11][C:10]([C:41]1[CH:42]=[C:37]([Cl:36])[C:38]([OH:53])=[C:39]([Cl:52])[CH:40]=1)=[CH:9][CH:8]=2)(=[O:3])[CH3:2]. (7) Given the reactants [C:1](=O)(O)[O-].[K+].[N:6]1([C:12]([O:14][CH2:15][C:16]2[CH:21]=[CH:20][CH:19]=[CH:18][CH:17]=2)=[O:13])[CH2:11][CH2:10][NH:9][CH2:8][CH2:7]1.[CH2:22](O)[CH3:23], predict the reaction product. The product is: [CH:22]([N:9]1[CH2:10][CH2:11][N:6]([C:12]([O:14][CH2:15][C:16]2[CH:21]=[CH:20][CH:19]=[CH:18][CH:17]=2)=[O:13])[CH2:7][CH2:8]1)([CH3:23])[CH3:1]. (8) Given the reactants C([N:14]1[CH2:17][CH:16]([OH:18])[CH2:15]1)(C1C=CC=CC=1)C1C=CC=CC=1.[C:27](O[C:27]([O:29][C:30]([CH3:33])([CH3:32])[CH3:31])=[O:28])([O:29][C:30]([CH3:33])([CH3:32])[CH3:31])=[O:28], predict the reaction product. The product is: [C:30]([O:29][C:27]([N:14]1[CH2:17][CH:16]([OH:18])[CH2:15]1)=[O:28])([CH3:31])([CH3:32])[CH3:33]. (9) Given the reactants Cl[C:2]1[C:7]([O:8][CH3:9])=[C:6]([Cl:10])[N:5]=[C:4]([S:11][CH3:12])[N:3]=1.[NH:13]1[C:21]2[C:16](=[CH:17][C:18]([NH2:22])=[CH:19][CH:20]=2)[CH:15]=[N:14]1, predict the reaction product. The product is: [Cl:10][C:6]1[N:5]=[C:4]([S:11][CH3:12])[N:3]=[C:2]([NH:22][C:18]2[CH:17]=[C:16]3[C:21](=[CH:20][CH:19]=2)[NH:13][N:14]=[CH:15]3)[C:7]=1[O:8][CH3:9].